From a dataset of Peptide-MHC class II binding affinity with 134,281 pairs from IEDB. Regression. Given a peptide amino acid sequence and an MHC pseudo amino acid sequence, predict their binding affinity value. This is MHC class II binding data. (1) The MHC is HLA-DQA10501-DQB10301 with pseudo-sequence HLA-DQA10501-DQB10301. The binding affinity (normalized) is 0.776. The peptide sequence is MVKFPGGGQIVGGVY. (2) The peptide sequence is FFTLGSITAQPVKID. The MHC is DRB1_0101 with pseudo-sequence DRB1_0101. The binding affinity (normalized) is 0.992. (3) The peptide sequence is ASLMRGLSSRKRRSH. The MHC is HLA-DQA10501-DQB10302 with pseudo-sequence HLA-DQA10501-DQB10302. The binding affinity (normalized) is 0. (4) The peptide sequence is AAVELARALVRAVAE. The MHC is DRB3_0101 with pseudo-sequence DRB3_0101. The binding affinity (normalized) is 0.261. (5) The peptide sequence is DSNYKLAVDGLLSKV. The MHC is HLA-DQA10301-DQB10302 with pseudo-sequence HLA-DQA10301-DQB10302. The binding affinity (normalized) is 0.0967.